This data is from Reaction yield outcomes from USPTO patents with 853,638 reactions. The task is: Predict the reaction yield, written as a fraction of the theoretical maximum amount of product (1.0 means a 100% yield; for example, 0.34 means a 34% yield). (1) The reactants are O[C@H:2]1[CH2:7][N:6]([C:8](OC(C)(C)C)=[O:9])[C@H:5](C(N2CC=C(C3C=CC=CC=3)CC2)=O)[C@@H:4](C(OC)=O)[CH2:3]1.[OH:33][C@H:34]1[CH2:39][NH:38][C@H:37](C(O)=O)[C@@H:36]([C:43]([O:45]C)=O)[CH2:35]1.Cl.C1([C:54]2[CH2:55][CH2:56][NH:57][CH2:58][CH:59]=2)C=CC=CC=1.F[P-](F)(F)(F)(F)F.[N:67]1([O:76][P+](N(C)C)(N(C)C)N(C)C)C2C=CC=CC=2N=N1.CN(C)C=O.C(N(CC)[CH:96]([CH3:98])[CH3:97])(C)C.[CH2:101](Cl)Cl.[C:104](OC(OC(OC(C)(C)C)=O)=O)([CH3:107])(C)[CH3:105]. The catalyst is O. The product is [OH:76][NH:67][C:43]([C@H:36]1[CH2:35][C@H:34]([O:33][C:54]2[CH:59]=[CH:58][N:57]=[CH:56][CH:55]=2)[CH2:39][N:38]([CH3:101])[C@@H:37]1[C:8]([N:6]1[CH2:5][CH:4]=[C:3]([C:97]2[CH:96]=[CH:98][CH:107]=[CH:104][CH:105]=2)[CH2:2][CH2:7]1)=[O:9])=[O:45]. The yield is 0.519. (2) The reactants are Cl[C:2]1[N:7]=[CH:6][N:5]=[C:4]([O:8][C:9]2[CH:14]=[CH:13][C:12]([NH:15][C:16]([NH:18][C:19]3[CH:24]=[CH:23][CH:22]=[CH:21][CH:20]=3)=[O:17])=[CH:11][CH:10]=2)[CH:3]=1.[F:25][C:26]1[CH:27]=[C:28]([CH:30]=[C:31]([F:33])[CH:32]=1)[NH2:29].C(OCC)(=O)C.O. The catalyst is CN1CCCC1=O.CCCCCC. The product is [F:25][C:26]1[CH:27]=[C:28]([NH:29][C:2]2[N:7]=[CH:6][N:5]=[C:4]([O:8][C:9]3[CH:14]=[CH:13][C:12]([NH:15][C:16]([NH:18][C:19]4[CH:24]=[CH:23][CH:22]=[CH:21][CH:20]=4)=[O:17])=[CH:11][CH:10]=3)[CH:3]=2)[CH:30]=[C:31]([F:33])[CH:32]=1. The yield is 0.200. (3) The reactants are [Br:1][C:2]1[C:3]([F:11])=[C:4]([NH:8][CH:9]=O)[CH:5]=[CH:6][CH:7]=1.CSC.B.Cl. The catalyst is C1COCC1. The product is [Br:1][C:2]1[C:3]([F:11])=[C:4]([CH:5]=[CH:6][CH:7]=1)[NH:8][CH3:9]. The yield is 0.300. (4) The reactants are [CH:1]([C:3]1[CH:11]=[CH:10][C:6]([C:7]([OH:9])=[O:8])=[CH:5][CH:4]=1)=O.[Cl:12][C:13]1[CH:19]=[CH:18][C:16]([NH2:17])=[CH:15][CH:14]=1.CC([O-])=O.C([BH3-])#N.[Na+]. The catalyst is CO. The product is [Cl:12][C:13]1[CH:19]=[CH:18][C:16]([NH:17][CH2:1][C:3]2[CH:11]=[CH:10][C:6]([C:7]([OH:9])=[O:8])=[CH:5][CH:4]=2)=[CH:15][CH:14]=1. The yield is 1.00. (5) The reactants are C([O:4][C@H:5]1[C@H:9]2[O:10][CH2:11][C@@:6]1([CH2:21][O:22]C(=O)C)[O:7][C@H:8]2[N:12]1[CH:20]=[C:18]([CH3:19])[C:16](=O)[NH:15][C:13]1=[O:14])(=O)C.[NH:26]1C=NC=N1.O=P(Cl)(Cl)Cl.[C:36](Cl)(=[O:43])[C:37]1[CH:42]=[CH:41][CH:40]=[CH:39][CH:38]=1. The catalyst is C(#N)C.O.C(N(CC)CC)C. The product is [OH:22][CH2:21][C@@:6]12[C@@H:5]([OH:4])[C@@H:9]([O:10][CH2:11]1)[C@H:8]([N:12]1[CH:20]=[C:18]([CH3:19])[C:16]([NH:26][C:36](=[O:43])[C:37]3[CH:42]=[CH:41][CH:40]=[CH:39][CH:38]=3)=[N:15][C:13]1=[O:14])[O:7]2. The yield is 0.380. (6) The reactants are [F:1][C:2]1[CH:3]=[C:4]([C:8]2[C:9]([N:17]3[CH2:22][CH2:21][N:20](C(OC(C)(C)C)=O)[CH2:19][CH2:18]3)=[C:10]3[CH:16]=[CH:15][NH:14][C:11]3=[N:12][CH:13]=2)[CH:5]=[CH:6][CH:7]=1.C(O)(C(F)(F)F)=O.C1(N)C(F)=C(F)C(F)=C(N)C=1F.Cl.Cl. The catalyst is C(Cl)Cl. The product is [F:1][C:2]1[CH:3]=[C:4]([C:8]2[C:9]([N:17]3[CH2:18][CH2:19][NH:20][CH2:21][CH2:22]3)=[C:10]3[CH:16]=[CH:15][NH:14][C:11]3=[N:12][CH:13]=2)[CH:5]=[CH:6][CH:7]=1. The yield is 0.958. (7) The reactants are C[NH:2][CH2:3][C:4]1[S:8][C:7]2[CH:9]=[CH:10][CH:11]=[CH:12][C:6]=2[C:5]=1[CH3:13].CNCC1C=CC2C(=CC=CC=2)C=1CCC.[ClH:30].[N:31]1([CH2:37][CH2:38][CH2:39][N:40]2[CH2:45][C:44]3[CH:46]=[C:47](/[CH:50]=[CH:51]/[C:52](O)=[O:53])[CH:48]=[N:49][C:43]=3[NH:42][C:41]2=[O:55])[CH2:36][CH2:35][O:34][CH2:33][CH2:32]1. No catalyst specified. The product is [ClH:30].[CH3:13][C:5]1[C:6]2[CH:12]=[CH:11][CH:10]=[CH:9][C:7]=2[S:8][C:4]=1[CH2:3][NH:2][C:52](=[O:53])/[CH:51]=[CH:50]/[C:47]1[CH:48]=[N:49][C:43]2[NH:42][C:41](=[O:55])[N:40]([CH2:39][CH2:38][CH2:37][N:31]3[CH2:32][CH2:33][O:34][CH2:35][CH2:36]3)[CH2:45][C:44]=2[CH:46]=1. The yield is 0.860. (8) The catalyst is CN(C)C=O. The product is [Cl:2][C:3]1[CH:21]=[CH:20][C:6]([CH2:7][S:8][C:9]2[N:14]=[C:13]([C:15]([NH:25][CH3:22])=[O:16])[CH:12]=[CH:11][C:10]=2[C:18]#[N:19])=[CH:5][CH:4]=1. The yield is 0.740. The reactants are Cl.[Cl:2][C:3]1[CH:21]=[CH:20][C:6]([CH2:7][S:8][C:9]2[N:14]=[C:13]([C:15](Cl)=[O:16])[CH:12]=[CH:11][C:10]=2[C:18]#[N:19])=[CH:5][CH:4]=1.[CH:22]([N:25](CC)C(C)C)(C)C.